From a dataset of Reaction yield outcomes from USPTO patents with 853,638 reactions. Predict the reaction yield, written as a fraction of the theoretical maximum amount of product (1.0 means a 100% yield; for example, 0.34 means a 34% yield). (1) The reactants are CS(C1C=CC(N2CCCC2)=C(C=1)C(O)=O)(=O)=O.Cl[C:20]1[CH:28]=[CH:27][C:26]([S:29]([CH3:32])(=[O:31])=[O:30])=[CH:25][C:21]=1[C:22]([OH:24])=[O:23].[OH:33][CH:34]1[CH2:39][CH2:38][CH2:37][NH:36][CH2:35]1. The product is [OH:33][CH:34]1[CH2:39][CH2:38][CH2:37][N:36]([C:20]2[CH:28]=[CH:27][C:26]([S:29]([CH3:32])(=[O:31])=[O:30])=[CH:25][C:21]=2[C:22]([OH:24])=[O:23])[CH2:35]1. No catalyst specified. The yield is 0.0900. (2) The reactants are [Si](OCCC1C2C(O)=C(F)C=CC=2N(C)C=1)(C(C)(C)C)(C)C.[N:23]([CH2:26][CH2:27][C:28]1[C:36]2[C:31](=[CH:32][CH:33]=[C:34]([F:45])[C:35]=2[O:37]CC2C=CC=CC=2)[N:30]([CH2:46][CH:47]2[CH2:52][CH2:51][CH2:50][CH2:49][O:48]2)[CH:29]=1)=[N+]=[N-]. The catalyst is [OH-].[OH-].[Pd+2].[Pd]. The product is [NH2:23][CH2:26][CH2:27][C:28]1[C:36]2[C:35]([OH:37])=[C:34]([F:45])[CH:33]=[CH:32][C:31]=2[N:30]([CH2:46][CH:47]2[CH2:52][CH2:51][CH2:50][CH2:49][O:48]2)[CH:29]=1. The yield is 0.450. (3) The reactants are [Br:1][C:2]1[CH:7]=[C:6]([F:8])[C:5]([F:9])=[CH:4][C:3]=1[SH:10].C(=O)([O-])[O-].[K+].[K+].Br[CH2:18][C:19](=[O:21])[CH3:20]. The catalyst is CN(C=O)C. The product is [Br:1][C:2]1[CH:7]=[C:6]([F:8])[C:5]([F:9])=[CH:4][C:3]=1[S:10][CH2:18][C:19]([CH3:20])=[O:21]. The yield is 0.710. (4) The reactants are [O:1]1[C:5]2[CH:6]=[CH:7][C:8]([C:10]3([C:13]([NH:15][C:16]4[CH:17]=[C:18]5[C:22](=[CH:23][C:24]=4[F:25])[NH:21][CH:20]([C:26]([CH3:29])([CH3:28])[CH3:27])[CH2:19]5)=[O:14])[CH2:12][CH2:11]3)=[CH:9][C:4]=2[O:3][CH2:2]1.[O:30]1[CH2:35][CH2:34][CH2:33][CH:32]([CH:36]=O)[CH2:31]1.[BH-](OC(C)=O)(OC(C)=O)OC(C)=O.[Na+]. The catalyst is ClCCl. The product is [O:1]1[C:5]2[CH:6]=[CH:7][C:8]([C:10]3([C:13]([NH:15][C:16]4[CH:17]=[C:18]5[C:22](=[CH:23][C:24]=4[F:25])[N:21]([CH2:36][CH:32]4[CH2:33][CH2:34][CH2:35][O:30][CH2:31]4)[CH:20]([C:26]([CH3:29])([CH3:28])[CH3:27])[CH2:19]5)=[O:14])[CH2:12][CH2:11]3)=[CH:9][C:4]=2[O:3][CH2:2]1. The yield is 0.500. (5) The reactants are [F:1][C:2]1[CH:7]=[C:6]([N+:8]([O-])=O)[CH:5]=[CH:4][C:3]=1[CH2:11][CH2:12][S:13]([CH3:16])(=[O:15])=[O:14]. The catalyst is C(OCC)(=O)C.[Pd]. The yield is 0.960. The product is [F:1][C:2]1[CH:7]=[C:6]([CH:5]=[CH:4][C:3]=1[CH2:11][CH2:12][S:13]([CH3:16])(=[O:15])=[O:14])[NH2:8].